This data is from Full USPTO retrosynthesis dataset with 1.9M reactions from patents (1976-2016). The task is: Predict the reactants needed to synthesize the given product. (1) Given the product [C:23]([P:17]([C:19]([CH3:22])([CH3:21])[CH3:20])([C:13]1[C-:12]([CH2:11][OH:10])[CH:16]=[CH:15][CH:14]=1)=[O:18])([CH3:26])([CH3:25])[CH3:24].[CH-:27]1[CH:31]=[CH:30][CH:29]=[CH:28]1.[Fe+2:32], predict the reactants needed to synthesize it. The reactants are: [H-].[Al+3].[Li+].[H-].[H-].[H-].C([O:10][CH2:11][C-:12]1[CH:16]=[CH:15][CH:14]=[C:13]1[P:17]([C:23]([CH3:26])([CH3:25])[CH3:24])([C:19]([CH3:22])([CH3:21])[CH3:20])=[O:18])(=O)C.[CH-:27]1[CH:31]=[CH:30][CH:29]=[CH:28]1.[Fe+2:32]. (2) Given the product [C:31]([C:34]1[CH:35]=[C:36]([CH:40]=[CH:41][CH:42]=1)[C:37]([NH:1][CH2:2][C:3]1[CH:4]=[C:5]([C:10]2[CH:15]=[CH:14][CH:13]=[C:12]([CH2:16][N:17]3[CH2:22][CH2:21][NH:20][C@@H:19]([CH3:30])[CH2:18]3)[CH:11]=2)[CH:6]=[CH:7][C:8]=1[F:9])=[O:38])(=[O:33])[CH3:32], predict the reactants needed to synthesize it. The reactants are: [NH2:1][CH2:2][C:3]1[CH:4]=[C:5]([C:10]2[CH:15]=[CH:14][CH:13]=[C:12]([CH2:16][N:17]3[CH2:22][CH2:21][N:20](C(OC(C)(C)C)=O)[C@@H:19]([CH3:30])[CH2:18]3)[CH:11]=2)[CH:6]=[CH:7][C:8]=1[F:9].[C:31]([C:34]1[CH:35]=[C:36]([CH:40]=[CH:41][CH:42]=1)[C:37](O)=[O:38])(=[O:33])[CH3:32].CN(C(ON1N=NC2C=CC=NC1=2)=[N+](C)C)C.F[P-](F)(F)(F)(F)F.C(N(C(C)C)CC)(C)C.